Dataset: Full USPTO retrosynthesis dataset with 1.9M reactions from patents (1976-2016). Task: Predict the reactants needed to synthesize the given product. (1) Given the product [OH:9][C:8]1[CH:10]=[CH:11][CH:12]=[CH:13][C:7]=1[C:6]([O:15][CH2:16][CH3:17])=[O:14], predict the reactants needed to synthesize it. The reactants are: OS(O)(=O)=O.[C:6]([OH:15])(=[O:14])[C:7]1[C:8](=[CH:10][CH:11]=[CH:12][CH:13]=1)[OH:9].[CH3:16][CH2:17]O. (2) Given the product [Br:1][C:2]1[CH:3]=[C:4]([C:5]2[N:15]3[C:10]([CH:11]=[N:12][C:13]([NH:16][C:17]4[CH:22]=[CH:21][C:20]([N:23]5[CH2:28][CH2:27][O:26][CH2:25][CH2:24]5)=[C:19]([Cl:29])[CH:18]=4)=[N:14]3)=[C:8]([CH3:9])[N:7]=2)[CH:30]=[CH:31][CH:32]=1, predict the reactants needed to synthesize it. The reactants are: [Br:1][C:2]1[CH:3]=[C:4]([CH:30]=[CH:31][CH:32]=1)[C:5]([NH:7][CH:8]([C:10]1[N:15]=[N:14][C:13]([NH:16][C:17]2[CH:22]=[CH:21][C:20]([N:23]3[CH2:28][CH2:27][O:26][CH2:25][CH2:24]3)=[C:19]([Cl:29])[CH:18]=2)=[N:12][CH:11]=1)[CH3:9])=O.N1C=NC=N1.P(Cl)(Cl)(Cl)=O. (3) Given the product [NH2:28][C@@H:19]1[CH2:18][CH2:17][C@@H:16]([C:10]2[CH:11]=[CH:12][CH:13]=[C:14]([F:15])[C:9]=2[F:8])[CH2:22][N:21]([CH2:23][CH2:24][O:25][CH3:26])[C:20]1=[O:27], predict the reactants needed to synthesize it. The reactants are: FC(F)(F)C(O)=O.[F:8][C:9]1[C:14]([F:15])=[CH:13][CH:12]=[CH:11][C:10]=1[C@H:16]1[CH2:22][N:21]([CH2:23][CH2:24][O:25][CH3:26])[C:20](=[O:27])[C@H:19]([NH:28]C(=O)OC(C)(C)C)[CH2:18][CH2:17]1. (4) Given the product [F:45][C:44]([F:47])([F:46])[C:42]([OH:48])=[O:43].[CH2:27]([N:25]1[N:24]=[N:23][C:22]([C@@H:18]2[CH2:19][CH2:20][CH2:21][N:17]2[C:15](=[O:16])[CH:14]([NH:13][C:12](=[O:40])[C@@H:9]([NH:7][CH3:6])[CH2:10][CH3:11])[CH:34]2[CH2:39][CH2:38][CH2:37][CH2:36][CH2:35]2)=[N:26]1)[C:28]1[CH:33]=[CH:32][CH:31]=[CH:30][CH:29]=1, predict the reactants needed to synthesize it. The reactants are: C(O[C:6](=O)[N:7]([C@H:9]([C:12](=[O:40])[NH:13][CH:14]([CH:34]1[CH2:39][CH2:38][CH2:37][CH2:36][CH2:35]1)[C:15]([N:17]1[CH2:21][CH2:20][CH2:19][C@H:18]1[C:22]1[N:23]=[N:24][N:25]([CH2:27][C:28]2[CH:33]=[CH:32][CH:31]=[CH:30][CH:29]=2)[N:26]=1)=[O:16])[CH2:10][CH3:11])C)(C)(C)C.[C:42]([OH:48])([C:44]([F:47])([F:46])[F:45])=[O:43].